From a dataset of NCI-60 drug combinations with 297,098 pairs across 59 cell lines. Regression. Given two drug SMILES strings and cell line genomic features, predict the synergy score measuring deviation from expected non-interaction effect. (1) Drug 1: C1=CC(=CC=C1CCCC(=O)O)N(CCCl)CCCl. Drug 2: COC1=C2C(=CC3=C1OC=C3)C=CC(=O)O2. Cell line: LOX IMVI. Synergy scores: CSS=19.9, Synergy_ZIP=-9.33, Synergy_Bliss=-0.306, Synergy_Loewe=-3.23, Synergy_HSA=-1.47. (2) Drug 1: CC(C1=C(C=CC(=C1Cl)F)Cl)OC2=C(N=CC(=C2)C3=CN(N=C3)C4CCNCC4)N. Drug 2: CN1C(=O)N2C=NC(=C2N=N1)C(=O)N. Cell line: MDA-MB-435. Synergy scores: CSS=4.94, Synergy_ZIP=-0.503, Synergy_Bliss=1.65, Synergy_Loewe=-21.1, Synergy_HSA=-5.58.